This data is from Full USPTO retrosynthesis dataset with 1.9M reactions from patents (1976-2016). The task is: Predict the reactants needed to synthesize the given product. (1) Given the product [CH3:40][S:37]([C:36]1[NH:35][N:34]=[C:24]2[C:23]=1[CH2:22][CH2:21][C:20]1[N:19]=[C:18]([C:15]3[CH:16]=[CH:17][C:12]([C:8]4([NH2:7])[CH2:9][CH2:10][CH2:11]4)=[CH:13][CH:14]=3)[C:27]([C:28]3[CH:29]=[CH:30][CH:31]=[CH:32][CH:33]=3)=[CH:26][C:25]2=1)(=[O:38])=[O:39], predict the reactants needed to synthesize it. The reactants are: C(OC(=O)[NH:7][C:8]1([C:12]2[CH:17]=[CH:16][C:15]([C:18]3[C:27]([C:28]4[CH:33]=[CH:32][CH:31]=[CH:30][CH:29]=4)=[CH:26][C:25]4[C:24]5=[N:34][NH:35][C:36]([S:37]([CH3:40])(=[O:39])=[O:38])=[C:23]5[CH2:22][CH2:21][C:20]=4[N:19]=3)=[CH:14][CH:13]=2)[CH2:11][CH2:10][CH2:9]1)(C)(C)C. (2) Given the product [CH3:22][C:20]1[N:19]([CH2:23][C:24]2[CH:29]=[CH:28][C:27]([CH3:30])=[CH:26][CH:25]=2)[N:18]=[C:17]([C:15]2[O:14][N:13]=[C:12]([C:9]3[CH:10]=[CH:11][C:6]([N:5]4[C:3](=[O:4])[CH2:2][NH:32][CH2:31]4)=[CH:7][CH:8]=3)[N:16]=2)[CH:21]=1, predict the reactants needed to synthesize it. The reactants are: Br[CH2:2][C:3]([NH:5][C:6]1[CH:11]=[CH:10][C:9]([C:12]2[N:16]=[C:15]([C:17]3[CH:21]=[C:20]([CH3:22])[N:19]([CH2:23][C:24]4[CH:29]=[CH:28][C:27]([CH3:30])=[CH:26][CH:25]=4)[N:18]=3)[O:14][N:13]=2)=[CH:8][CH:7]=1)=[O:4].[CH2:31]1N2CN3CN(C2)C[N:32]1C3.C(OCC)(=O)C.C(=O)(O)[O-].[Na+]. (3) Given the product [F:8][C:9]1[C:14]([F:15])=[CH:13][CH:12]=[CH:11][C:10]=1[C@H:16]1[CH2:22][N:21]2[C:23]([CH2:26][C:27]([F:30])([F:28])[F:29])=[N:24][N:25]=[C:20]2[C@H:19]([NH:31][C:32]([N:39]2[CH2:40][CH2:46][CH:47]([C:50]3[C:51](=[O:60])[NH:52][C:53]4[C:58]([CH:59]=3)=[CH:57][CH:56]=[CH:55][CH:54]=4)[CH2:42][CH2:43]2)=[O:33])[CH2:18][CH2:17]1, predict the reactants needed to synthesize it. The reactants are: C(N(CC)CC)C.[F:8][C:9]1[C:14]([F:15])=[CH:13][CH:12]=[CH:11][C:10]=1[C@H:16]1[CH2:22][N:21]2[C:23]([CH2:26][C:27]([F:30])([F:29])[F:28])=[N:24][N:25]=[C:20]2[C@H:19]([NH2:31])[CH2:18][CH2:17]1.[C:32]([N:39]1[CH:43]=[CH:42]N=[CH:40]1)(N1C=CN=C1)=[O:33].N1CC[CH:47]([C:50]2[C:51](=[O:60])[NH:52][C:53]3[C:58]([CH:59]=2)=[CH:57][CH:56]=[CH:55][CH:54]=3)[CH2:46]C1.C(=O)(O)[O-].[Na+]. (4) The reactants are: [CH3:1][C:2]1([CH2:6][S:7][CH2:8][C:9]2([CH3:13])[CH2:12][O:11][CH2:10]2)[CH2:5][O:4][CH2:3]1.C[OH:15]. Given the product [S:7]([CH2:6][C:2]1([CH3:1])[CH2:5][O:4][CH2:3]1)([CH2:8][C:9]1([CH3:13])[CH2:10][O:11][CH2:12]1)=[O:15], predict the reactants needed to synthesize it. (5) Given the product [ClH:27].[NH2:24][C:19]1[N:18]=[C:17]([NH:16][C:13]2[CH:12]=[CH:11][C:10]([NH:9][C:7](=[O:8])[C:6]3[CH:25]=[CH:26][C:3]([NH:2][C:28]4[C:37]5[C:32](=[CH:33][CH:34]=[C:35]([N+:38]([O-:40])=[O:39])[CH:36]=5)[N:31]=[CH:30][CH:29]=4)=[CH:4][CH:5]=3)=[CH:15][CH:14]=2)[CH:22]=[C:21]([CH3:23])[N:20]=1, predict the reactants needed to synthesize it. The reactants are: Cl.[NH2:2][C:3]1[CH:26]=[CH:25][C:6]([C:7]([NH:9][C:10]2[CH:15]=[CH:14][C:13]([NH:16][C:17]3[CH:22]=[C:21]([CH3:23])[N:20]=[C:19]([NH2:24])[N:18]=3)=[CH:12][CH:11]=2)=[O:8])=[CH:5][CH:4]=1.[Cl:27][C:28]1[C:37]2[C:32](=[CH:33][CH:34]=[C:35]([N+:38]([O-:40])=[O:39])[CH:36]=2)[N:31]=[CH:30][CH:29]=1. (6) Given the product [CH3:1][O:2][C:3]([NH:5][C@H:6]([C:20]([NH:22][CH2:23][CH2:24][C:25]([F:50])([F:49])[CH2:26][C@@H:27]([C:44]([O:46][CH2:47][CH3:48])=[O:45])[N:28]([S:32]([C:35]1[CH:40]=[CH:39][C:38]([NH2:41])=[CH:37][CH:36]=1)(=[O:34])=[O:33])[CH:29]([CH3:30])[CH3:31])=[O:21])[CH:7]([C:8]1[CH:9]=[CH:10][CH:11]=[CH:12][CH:13]=1)[C:14]1[CH:15]=[CH:16][CH:17]=[CH:18][CH:19]=1)=[O:4], predict the reactants needed to synthesize it. The reactants are: [CH3:1][O:2][C:3]([NH:5][C@H:6]([C:20]([NH:22][CH2:23][CH2:24][C:25]([F:50])([F:49])[CH2:26][C@@H:27]([C:44]([O:46][CH2:47][CH3:48])=[O:45])[N:28]([S:32]([C:35]1[CH:40]=[CH:39][C:38]([N+:41]([O-])=O)=[CH:37][CH:36]=1)(=[O:34])=[O:33])[CH:29]([CH3:31])[CH3:30])=[O:21])[CH:7]([C:14]1[CH:19]=[CH:18][CH:17]=[CH:16][CH:15]=1)[C:8]1[CH:13]=[CH:12][CH:11]=[CH:10][CH:9]=1)=[O:4]. (7) Given the product [F:34][C:9]1[C:10]2[O:11][C:12]3[C:17](=[CH:16][C:15]([C:27]4[C:28]([F:33])=[N:29][CH:30]=[CH:31][CH:32]=4)=[CH:14][CH:13]=3)[C:18]3([CH2:25][CH2:24][O:23][C:22]([NH2:26])=[N:21]3)[C:19]=2[CH:20]=[C:7]([C:44]#[C:45][C:46]2([CH3:50])[CH2:49][O:48][CH2:47]2)[CH:8]=1, predict the reactants needed to synthesize it. The reactants are: FC(F)(F)S(O[C:7]1[CH:20]=[C:19]2[C:10]([O:11][C:12]3[CH:13]=[CH:14][C:15]([C:27]4[C:28]([F:33])=[N:29][CH:30]=[CH:31][CH:32]=4)=[CH:16][C:17]=3[C:18]32[CH2:25][CH2:24][O:23][C:22]([NH2:26])=[N:21]3)=[C:9]([F:34])[CH:8]=1)(=O)=O.CN(C=O)C.C[Si](C)(C)[C:44]#[C:45][C:46]1([CH3:50])[CH2:49][O:48][CH2:47]1. (8) Given the product [ClH:23].[C:16]([C:13]1[N:12]=[CH:11][C:10]([NH:9][NH3+:8])=[CH:15][CH:14]=1)([CH3:19])([CH3:17])[CH3:18], predict the reactants needed to synthesize it. The reactants are: C(OC([N:8](C(O)=O)[NH:9][C:10]1[CH:11]=[N:12][C:13]([C:16]([CH3:19])([CH3:18])[CH3:17])=[CH:14][CH:15]=1)=O)(C)(C)C.[ClH:23].O1CCOCC1.